From a dataset of Full USPTO retrosynthesis dataset with 1.9M reactions from patents (1976-2016). Predict the reactants needed to synthesize the given product. (1) Given the product [ClH:36].[Cl:36][C:37]1[CH:38]=[N+:39]([O-:62])[CH:40]=[C:41]([Cl:61])[C:42]=1[CH2:43][C@@H:44]([C:46]1[CH:51]=[CH:50][C:49]([O:52][CH:53]([F:55])[F:54])=[C:48]([O:56][CH2:57][CH:58]2[CH2:60][CH2:59]2)[CH:47]=1)[O:9][C:8](=[O:10])[CH2:11][S:12][C:13](=[O:14])[C:15]1[CH:16]=[CH:17][C:18]([O:34][CH3:35])=[C:19]([N:21]([CH2:26][CH2:27][N:28]2[CH2:33][CH2:32][O:31][CH2:30][CH2:29]2)[S:22]([CH3:25])(=[O:24])=[O:23])[CH:20]=1, predict the reactants needed to synthesize it. The reactants are: FC(F)(F)C([O-])=O.[C:8]([CH2:11][S:12][C:13]([C:15]1[CH:16]=[CH:17][C:18]([O:34][CH3:35])=[C:19]([N:21]([CH2:26][CH2:27][NH+:28]2[CH2:33][CH2:32][O:31][CH2:30][CH2:29]2)[S:22]([CH3:25])(=[O:24])=[O:23])[CH:20]=1)=[O:14])([OH:10])=[O:9].[Cl:36][C:37]1[CH:38]=[N+:39]([O-:62])[CH:40]=[C:41]([Cl:61])[C:42]=1[CH2:43][C@@H:44]([C:46]1[CH:51]=[CH:50][C:49]([O:52][CH:53]([F:55])[F:54])=[C:48]([O:56][CH2:57][CH:58]2[CH2:60][CH2:59]2)[CH:47]=1)O.C(Cl)CCl. (2) Given the product [C:1]([OH:4])(=[O:3])[CH2:2][CH2:12][CH2:13][CH2:7][C:6]([OH:9])=[O:8], predict the reactants needed to synthesize it. The reactants are: [C:1]([O:4]O)(=[O:3])[CH3:2].[C:6]([O:9]CC)(=[O:8])[CH3:7].[C:12](O)(=O)[CH3:13]. (3) Given the product [C:1]([C:3]1[CH:8]=[CH:7][C:6]([CH2:9][CH2:10][O:11][S:18]([C:15]2[CH:16]=[CH:17][C:12]([CH3:22])=[CH:13][CH:14]=2)(=[O:20])=[O:19])=[CH:5][CH:4]=1)#[N:2], predict the reactants needed to synthesize it. The reactants are: [C:1]([C:3]1[CH:8]=[CH:7][C:6]([CH2:9][CH2:10][OH:11])=[CH:5][CH:4]=1)#[N:2].[C:12]1([CH3:22])[CH:17]=[CH:16][C:15]([S:18](Cl)(=[O:20])=[O:19])=[CH:14][CH:13]=1. (4) Given the product [N:4]1[C:9]2[NH:10][C:11]3[C:16]([C:8]=2[CH:7]=[CH:6][CH:5]=1)=[CH:15][C:14]([CH:17]([OH:18])[CH3:1])=[CH:13][CH:12]=3, predict the reactants needed to synthesize it. The reactants are: [CH3:1][Mg]Br.[N:4]1[C:9]2[NH:10][C:11]3[C:16]([C:8]=2[CH:7]=[CH:6][CH:5]=1)=[CH:15][C:14]([CH:17]=[O:18])=[CH:13][CH:12]=3.[Cl-].[NH4+]. (5) Given the product [F:1][CH:2]([F:12])[O:3][C:4]1[CH:11]=[CH:10][CH:9]=[CH:8][C:5]=1/[CH:6]=[CH:32]/[C:33](=[O:39])[C:34]([O:36][CH2:37][CH3:38])=[O:35], predict the reactants needed to synthesize it. The reactants are: [F:1][CH:2]([F:12])[O:3][C:4]1[CH:11]=[CH:10][CH:9]=[CH:8][C:5]=1[CH:6]=O.C1(P(=[CH:32][C:33](=[O:39])[C:34]([O:36][CH2:37][CH3:38])=[O:35])(C2C=CC=CC=2)C2C=CC=CC=2)C=CC=CC=1. (6) Given the product [F:29][CH:3]([F:2])[O:4][C:5]1[CH:17]=[CH:16][C:15]([C:18]2[CH2:22][C:21]([CH3:28])([C:23]3[O:24][CH:25]=[N:26][N:27]=3)[O:20][N:19]=2)=[CH:14][C:6]=1[O:7][CH2:8][C:9]([NH2:1])=[O:11], predict the reactants needed to synthesize it. The reactants are: [NH3:1].[F:2][CH:3]([F:29])[O:4][C:5]1[CH:17]=[CH:16][C:15]([C:18]2[CH2:22][C:21]([CH3:28])([C:23]3[O:24][CH:25]=[N:26][N:27]=3)[O:20][N:19]=2)=[CH:14][C:6]=1[O:7][CH2:8][C:9]([O:11]CC)=O. (7) Given the product [Cl:1][C:2]1[CH:7]=[CH:6][C:5]([CH2:8][N:15]2[C:11]([CH3:10])=[CH:12][C:13]([C:16]3[O:20][N:19]=[C:18]([C:21]4[CH:22]=[CH:23][C:24]([CH:27]5[CH2:32][CH2:31][O:30][CH2:29][CH2:28]5)=[CH:25][CH:26]=4)[N:17]=3)=[N:14]2)=[CH:4][N:3]=1, predict the reactants needed to synthesize it. The reactants are: [Cl:1][C:2]1[CH:7]=[CH:6][C:5]([CH2:8]Cl)=[CH:4][N:3]=1.[CH3:10][C:11]1[NH:15][N:14]=[C:13]([C:16]2[O:20][N:19]=[C:18]([C:21]3[CH:26]=[CH:25][C:24]([CH:27]4[CH2:32][CH2:31][O:30][CH2:29][CH2:28]4)=[CH:23][CH:22]=3)[N:17]=2)[CH:12]=1. (8) Given the product [C:1]([O:5][C:6](=[O:34])[N:7]([CH2:18][CH2:19][C:20]1[CH:25]=[CH:24][C:23]([OH:26])=[CH:22][CH:21]=1)[C:8]1[C:17]2[C:12](=[N:13][CH:14]=[CH:15][N:16]=2)[N:11]=[CH:10][N:9]=1)([CH3:4])([CH3:2])[CH3:3], predict the reactants needed to synthesize it. The reactants are: [C:1]([O:5][C:6](=[O:34])[N:7]([CH2:18][CH2:19][C:20]1[CH:25]=[CH:24][C:23]([O:26][Si](C(C)(C)C)(C)C)=[CH:22][CH:21]=1)[C:8]1[C:17]2[C:12](=[N:13][CH:14]=[CH:15][N:16]=2)[N:11]=[CH:10][N:9]=1)([CH3:4])([CH3:3])[CH3:2].[F-].C([N+](CCCC)(CCCC)CCCC)CCC. (9) Given the product [CH2:1]([N:8]1[C:15](=[O:16])[C:11]2[C:10](=[N:9][CH:14]=[CH:13][CH:12]=2)[C:18]1=[O:17])[C:2]1[CH:7]=[CH:6][CH:5]=[CH:4][CH:3]=1, predict the reactants needed to synthesize it. The reactants are: [CH2:1]([NH2:8])[C:2]1[CH:7]=[CH:6][CH:5]=[CH:4][CH:3]=1.[N:9]1[CH:14]=[CH:13][CH:12]=[C:11]2[C:15]([O:17][C:18](=O)[C:10]=12)=[O:16]. (10) The reactants are: [CH3:1][C:2]1([CH3:18])[C:11]2[C:6]3=[C:7]([N:12]([CH2:15][C:16]#[CH:17])[C:13](=[O:14])[N:5]3[CH2:4][CH2:3]1)[CH:8]=[CH:9][CH:10]=2.[N:19]([CH2:22][C:23]([O:25][CH2:26][CH3:27])=[O:24])=[N+:20]=[N-:21].O. Given the product [CH3:1][C:2]1([CH3:18])[C:11]2[C:6]3=[C:7]([N:12]([CH2:15][C:16]4[N:21]=[N:20][N:19]([CH2:22][C:23]([O:25][CH2:26][CH3:27])=[O:24])[CH:17]=4)[C:13](=[O:14])[N:5]3[CH2:4][CH2:3]1)[CH:8]=[CH:9][CH:10]=2, predict the reactants needed to synthesize it.